From a dataset of Catalyst prediction with 721,799 reactions and 888 catalyst types from USPTO. Predict which catalyst facilitates the given reaction. (1) Product: [Cl:1][C:2]1[CH:3]=[C:4]([S:8][CH2:9][CH2:10][CH2:24][CH2:25][C:26]([OH:28])=[O:27])[CH:5]=[CH:6][CH:7]=1. Reactant: [Cl:1][C:2]1[CH:3]=[C:4]([S:8][CH2:9][C:10](O)=O)[CH:5]=[CH:6][CH:7]=1.ClC1C=C(S)C=CC=1.BrCC[CH2:24][CH2:25][C:26]([O:28]CC)=[O:27].[OH-].[K+]. The catalyst class is: 8. (2) Reactant: [F:1][C:2]([F:11])([F:10])[C:3]1[C:4]([NH2:9])=[N:5][CH:6]=[CH:7][CH:8]=1.ClC1C=C(Cl)C=C(Cl)C=1[C:21](C1C(Cl)=CC(Cl)=CC=1Cl)([C:25]([O-])=[O:26])[C:22]([O-])=[O:23]. Product: [OH:26][C:25]1[N:9]=[C:4]2[C:3]([C:2]([F:1])([F:10])[F:11])=[CH:8][CH:7]=[CH:6][N:5]2[C:22](=[O:23])[CH:21]=1. The catalyst class is: 1.